This data is from Merck oncology drug combination screen with 23,052 pairs across 39 cell lines. The task is: Regression. Given two drug SMILES strings and cell line genomic features, predict the synergy score measuring deviation from expected non-interaction effect. (1) Synergy scores: synergy=55.2. Drug 1: NC1(c2ccc(-c3nc4ccn5c(=O)[nH]nc5c4cc3-c3ccccc3)cc2)CCC1. Cell line: DLD1. Drug 2: C#Cc1cccc(Nc2ncnc3cc(OCCOC)c(OCCOC)cc23)c1. (2) Drug 1: C=CCn1c(=O)c2cnc(Nc3ccc(N4CCN(C)CC4)cc3)nc2n1-c1cccc(C(C)(C)O)n1. Drug 2: NC1(c2ccc(-c3nc4ccn5c(=O)[nH]nc5c4cc3-c3ccccc3)cc2)CCC1. Cell line: RPMI7951. Synergy scores: synergy=11.2. (3) Drug 1: O=C(CCCCCCC(=O)Nc1ccccc1)NO. Drug 2: O=C(O)C1(Cc2cccc(Nc3nccs3)n2)CCC(Oc2cccc(Cl)c2F)CC1. Cell line: UWB1289. Synergy scores: synergy=-1.54. (4) Drug 1: NC1(c2ccc(-c3nc4ccn5c(=O)[nH]nc5c4cc3-c3ccccc3)cc2)CCC1. Drug 2: NC1CCCCC1N.O=C(O)C(=O)O.[Pt+2]. Cell line: RKO. Synergy scores: synergy=-17.1. (5) Drug 1: O=c1[nH]cc(F)c(=O)[nH]1. Drug 2: Cn1cc(-c2cnn3c(N)c(Br)c(C4CCCNC4)nc23)cn1. Cell line: NCIH23. Synergy scores: synergy=-0.0520. (6) Drug 1: COc1cc(C2c3cc4c(cc3C(OC3OC5COC(C)OC5C(O)C3O)C3COC(=O)C23)OCO4)cc(OC)c1O. Drug 2: NC1(c2ccc(-c3nc4ccn5c(=O)[nH]nc5c4cc3-c3ccccc3)cc2)CCC1. Cell line: VCAP. Synergy scores: synergy=33.4. (7) Drug 2: Cn1nnc2c(C(N)=O)ncn2c1=O. Cell line: RKO. Drug 1: CCC1=CC2CN(C1)Cc1c([nH]c3ccccc13)C(C(=O)OC)(c1cc3c(cc1OC)N(C)C1C(O)(C(=O)OC)C(OC(C)=O)C4(CC)C=CCN5CCC31C54)C2. Synergy scores: synergy=-10.8. (8) Drug 1: N#Cc1ccc(Cn2cncc2CN2CCN(c3cccc(Cl)c3)C(=O)C2)cc1. Drug 2: CCc1c2c(nc3ccc(O)cc13)-c1cc3c(c(=O)n1C2)COC(=O)C3(O)CC. Cell line: RKO. Synergy scores: synergy=17.0. (9) Drug 1: N#Cc1ccc(Cn2cncc2CN2CCN(c3cccc(Cl)c3)C(=O)C2)cc1. Drug 2: CS(=O)(=O)CCNCc1ccc(-c2ccc3ncnc(Nc4ccc(OCc5cccc(F)c5)c(Cl)c4)c3c2)o1. Cell line: HT144. Synergy scores: synergy=11.9.